Task: Predict the reactants needed to synthesize the given product.. Dataset: Full USPTO retrosynthesis dataset with 1.9M reactions from patents (1976-2016) (1) Given the product [CH2:1]([N:8]1[CH2:14][CH2:13][CH2:12][CH:11]=[CH:10][C:9]1=[O:22])[C:2]1[CH:7]=[CH:6][CH:5]=[CH:4][CH:3]=1, predict the reactants needed to synthesize it. The reactants are: [CH2:1]([N:8]1[CH2:14][CH2:13][CH2:12][CH2:11][CH:10]([Se]C2C=CC=CC=2)[C:9]1=[O:22])[C:2]1[CH:7]=[CH:6][CH:5]=[CH:4][CH:3]=1.N1C=CC=CC=1.OO. (2) Given the product [CH2:13]([N:6]1[C:7]2[C:3](=[C:2]([Br:1])[CH:10]=[CH:9][CH:8]=2)[CH:4]=[CH:5]1)[C:14]1[CH:19]=[CH:18][CH:17]=[CH:16][CH:15]=1, predict the reactants needed to synthesize it. The reactants are: [Br:1][C:2]1[CH:10]=[CH:9][CH:8]=[C:7]2[C:3]=1[CH:4]=[CH:5][NH:6]2.[H-].[Na+].[CH2:13](Br)[C:14]1[CH:19]=[CH:18][CH:17]=[CH:16][CH:15]=1. (3) Given the product [Cl:1][C:2]1[C:3]([N+:10]([O-:12])=[O:11])=[CH:4][C:5]([CH3:9])=[C:6]([NH:7][C:13](=[O:15])[CH3:14])[CH:8]=1, predict the reactants needed to synthesize it. The reactants are: [Cl:1][C:2]1[C:3]([N+:10]([O-:12])=[O:11])=[CH:4][C:5]([CH3:9])=[C:6]([CH:8]=1)[NH2:7].[C:13](OC(=O)C)(=[O:15])[CH3:14]. (4) The reactants are: Cl[C:2]1[C:11]2[C:6](=[CH:7][C:8]([O:14][CH2:15][CH2:16][CH2:17][N:18]3[CH2:23][CH2:22][N:21]([CH3:24])[CH2:20][CH2:19]3)=[C:9]([O:12][CH3:13])[CH:10]=2)[N:5]=[CH:4][N:3]=1.[F:25][C:26]1[C:34]([OH:35])=[CH:33][CH:32]=[C:31]2[C:27]=1[CH:28]=[CH:29][NH:30]2.C(=O)([O-])[O-].[K+].[K+]. Given the product [F:25][C:26]1[C:34]([O:35][C:2]2[C:11]3[C:6](=[CH:7][C:8]([O:14][CH2:15][CH2:16][CH2:17][N:18]4[CH2:23][CH2:22][N:21]([CH3:24])[CH2:20][CH2:19]4)=[C:9]([O:12][CH3:13])[CH:10]=3)[N:5]=[CH:4][N:3]=2)=[CH:33][CH:32]=[C:31]2[C:27]=1[CH:28]=[CH:29][NH:30]2, predict the reactants needed to synthesize it. (5) Given the product [CH3:9][N:8]([CH3:1])[CH2:12][CH2:11][C:48]([O:44][CH2:43][C:36]1[CH:37]=[C:38]([F:42])[C:39]([F:41])=[CH:40][C:35]=1[C:19]1[CH:20]=[C:21]2[C:16](=[CH:17][CH:18]=1)[N:15]=[C:14]([NH2:13])[N:23]=[C:22]2[C:24]([N:26]1[CH2:27][C:28]2[C:33](=[CH:32][CH:31]=[CH:30][CH:29]=2)[CH2:34]1)=[O:25])=[O:49], predict the reactants needed to synthesize it. The reactants are: [C:1]([N:8]1[CH:12]=[CH:11]N=[CH:9]1)(N1C=CN=C1)=O.[NH2:13][C:14]1[N:23]=[C:22]([C:24]([N:26]2[CH2:34][C:33]3[C:28](=[CH:29][CH:30]=[CH:31][CH:32]=3)[CH2:27]2)=[O:25])[C:21]2[C:16](=[CH:17][CH:18]=[C:19]([C:35]3[CH:40]=[C:39]([F:41])[C:38]([F:42])=[CH:37][C:36]=3[CH2:43][OH:44])[CH:20]=2)[N:15]=1.CN(C)C[CH2:48][OH:49].N12CCCN=C1CCCCC2.Cl.C(=O)(O)[O-]. (6) Given the product [C:28]([O:27][C:26](=[O:32])[NH:25][CH2:24][CH:21]1[CH2:20][CH2:19][N:18]([C:8]2[CH:13]=[CH:12][C:11]([C:14]([F:17])([F:16])[F:15])=[CH:10][CH:9]=2)[CH2:23][CH2:22]1)([CH3:31])([CH3:29])[CH3:30], predict the reactants needed to synthesize it. The reactants are: CC(C)([O-])C.[Na+].I[C:8]1[CH:13]=[CH:12][C:11]([C:14]([F:17])([F:16])[F:15])=[CH:10][CH:9]=1.[NH:18]1[CH2:23][CH2:22][CH:21]([CH2:24][NH:25][C:26](=[O:32])[O:27][C:28]([CH3:31])([CH3:30])[CH3:29])[CH2:20][CH2:19]1. (7) Given the product [Cl:1][C:2]1[N:3]=[N:4][C:5]([C:6]2[C:5]3[CH:21]=[CH:20][O:19][C:18]=3[C:17]([O:12][CH3:9])=[CH:2][CH:7]=2)=[CH:6][CH:7]=1, predict the reactants needed to synthesize it. The reactants are: [Cl:1][C:2]1[N:3]=[N:4][C:5](Cl)=[CH:6][CH:7]=1.[C:9](=[O:12])([O-])[O-].[Na+].[Na+].O.O1[CH2:21][CH2:20][O:19][CH2:18][CH2:17]1.